This data is from Reaction yield outcomes from USPTO patents with 853,638 reactions. The task is: Predict the reaction yield, written as a fraction of the theoretical maximum amount of product (1.0 means a 100% yield; for example, 0.34 means a 34% yield). The reactants are S(S([O-])=O)([O-])=O.[Na+].[Na+].[Cl:9][C:10]1[CH:15]=[CH:14][C:13]([C:16]2[C:20]3[CH2:21][N:22]([C:25](=[O:27])[CH3:26])[CH2:23][CH2:24][C:19]=3[N:18]([CH2:28][CH:29]([OH:44])[CH2:30][N:31]3[CH2:36][CH2:35][N:34]([C:37]4[CH:42]=[CH:41][CH:40]=[CH:39][C:38]=4[CH3:43])[CH2:33][CH2:32]3)[N:17]=2)=[CH:12][C:11]=1[N+:45]([O-])=O.Cl.C(=O)(O)[O-].[Na+]. The catalyst is O.C1COCC1. The product is [NH2:45][C:11]1[CH:12]=[C:13]([C:16]2[C:20]3[CH2:21][N:22]([C:25](=[O:27])[CH3:26])[CH2:23][CH2:24][C:19]=3[N:18]([CH2:28][CH:29]([OH:44])[CH2:30][N:31]3[CH2:32][CH2:33][N:34]([C:37]4[CH:42]=[CH:41][CH:40]=[CH:39][C:38]=4[CH3:43])[CH2:35][CH2:36]3)[N:17]=2)[CH:14]=[CH:15][C:10]=1[Cl:9]. The yield is 0.841.